This data is from Forward reaction prediction with 1.9M reactions from USPTO patents (1976-2016). The task is: Predict the product of the given reaction. (1) Given the reactants [Cl:1][C:2]1[CH:19]=[CH:18][C:17]([CH:20]=O)=[CH:16][C:3]=1[C:4]([NH:6][CH2:7][C:8]1([OH:15])[CH2:14][CH2:13][CH2:12][CH2:11][CH2:10][CH2:9]1)=[O:5].Cl.[NH2:23][OH:24].C([O-])(=O)C.[Na+], predict the reaction product. The product is: [Cl:1][C:2]1[CH:19]=[CH:18][C:17]([CH:20]=[N:23][OH:24])=[CH:16][C:3]=1[C:4]([NH:6][CH2:7][C:8]1([OH:15])[CH2:14][CH2:13][CH2:12][CH2:11][CH2:10][CH2:9]1)=[O:5]. (2) Given the reactants [C:1]1([C:7]2[CH:15]=[CH:14][C:10]([C:11]([OH:13])=O)=[CH:9][N:8]=2)[CH:6]=[CH:5][CH:4]=[CH:3][CH:2]=1.C1C=CC2N(O)N=NC=2C=1.[CH3:26][C:27]1[CH:34]=[CH:33][CH:32]=[CH:31][C:28]=1[CH2:29][NH2:30].N=C=N, predict the reaction product. The product is: [CH3:26][C:27]1[CH:34]=[CH:33][CH:32]=[CH:31][C:28]=1[CH2:29][NH:30][C:11](=[O:13])[C:10]1[CH:14]=[CH:15][C:7]([C:1]2[CH:2]=[CH:3][CH:4]=[CH:5][CH:6]=2)=[N:8][CH:9]=1. (3) Given the reactants [OH:1][C:2]1[C:11]2[C:6](=[N:7][CH:8]=[CH:9][CH:10]=2)[N:5]([C:12]2[CH:17]=[CH:16][CH:15]=[C:14]([O:18][C:19]([F:22])([F:21])[F:20])[CH:13]=2)[C:4](=[O:23])[CH:3]=1.[H-].[Na+].[H][H].[C:28]1([CH:34]([CH3:38])[C:35](Cl)=[O:36])[CH:33]=[CH:32][CH:31]=[CH:30][CH:29]=1.C(=O)([O-])O.[Na+], predict the reaction product. The product is: [C:28]1([CH:34]([CH3:38])[C:35]([O:1][C:2]2[C:11]3[C:6](=[N:7][CH:8]=[CH:9][CH:10]=3)[N:5]([C:12]3[CH:17]=[CH:16][CH:15]=[C:14]([O:18][C:19]([F:22])([F:20])[F:21])[CH:13]=3)[C:4](=[O:23])[CH:3]=2)=[O:36])[CH:33]=[CH:32][CH:31]=[CH:30][CH:29]=1. (4) Given the reactants [Cl:1][C:2]1[CH:7]=[C:6]([N+:8]([O-:10])=[O:9])[CH:5]=[CH:4][C:3]=1F.C([O-])([O-])=O.[K+].[K+].[CH3:18][C:19]1[N:24]=[C:23]([CH2:25][OH:26])[CH:22]=[CH:21][CH:20]=1, predict the reaction product. The product is: [Cl:1][C:2]1[CH:7]=[C:6]([N+:8]([O-:10])=[O:9])[CH:5]=[CH:4][C:3]=1[O:26][CH2:25][C:23]1[CH:22]=[CH:21][CH:20]=[C:19]([CH3:18])[N:24]=1. (5) The product is: [F:13][C:14]1[C:15]([C:28]2[N:29]=[C:30]([CH3:33])[N:31]([CH:11]([CH3:12])[CH3:37])[CH:32]=2)=[N:16][C:17]([NH:20][CH:21]2[CH2:27][CH2:26][CH2:25][CH2:24][N:23]([S:2]([CH3:1])(=[O:4])=[O:3])[CH2:22]2)=[N:18][CH:19]=1. Given the reactants [CH3:1][S:2](Cl)(=[O:4])=[O:3].C(N([CH2:11][CH3:12])CC)C.[F:13][C:14]1[C:15]([C:28]2[N:29](C(C)C)[C:30]([CH3:33])=[N:31][CH:32]=2)=[N:16][C:17]([NH:20][CH:21]2[CH2:27][CH2:26][CH2:25][CH2:24][NH:23][CH2:22]2)=[N:18][CH:19]=1.[CH2:37](Cl)Cl, predict the reaction product. (6) Given the reactants Cl.[NH2:2][C@@H:3]([C:9]1[CH:14]=[CH:13][C:12]([O:15][CH:16]([F:18])[F:17])=[CH:11][CH:10]=1)[CH2:4][C:5]([O:7][CH3:8])=[O:6].[CH3:19][C:20]([O:23][C:24](O[C:24]([O:23][C:20]([CH3:22])([CH3:21])[CH3:19])=[O:25])=[O:25])([CH3:22])[CH3:21], predict the reaction product. The product is: [C:20]([O:23][C:24]([NH:2][C@@H:3]([C:9]1[CH:14]=[CH:13][C:12]([O:15][CH:16]([F:17])[F:18])=[CH:11][CH:10]=1)[CH2:4][C:5]([O:7][CH3:8])=[O:6])=[O:25])([CH3:22])([CH3:21])[CH3:19].